Dataset: Reaction yield outcomes from USPTO patents with 853,638 reactions. Task: Predict the reaction yield, written as a fraction of the theoretical maximum amount of product (1.0 means a 100% yield; for example, 0.34 means a 34% yield). (1) The yield is 0.890. The catalyst is N1C=CC=CC=1.ClCCl.CCOCC. The reactants are [C:1]1([CH3:11])[CH:6]=[CH:5][C:4]([S:7](Cl)(=[O:9])=[O:8])=[CH:3][CH:2]=1.[CH:12]1([CH2:15][CH2:16][OH:17])[CH2:14][CH2:13]1. The product is [CH:12]1([CH2:15][CH2:16][O:17][S:7]([C:4]2[CH:5]=[CH:6][C:1]([CH3:11])=[CH:2][CH:3]=2)(=[O:9])=[O:8])[CH2:14][CH2:13]1. (2) The reactants are [Cl:1][C:2]1[N:3]([CH2:10][C@:11]([OH:19])([CH3:18])[CH2:12]OS(C)(=O)=O)[CH:4]=[C:5]([N+:7]([O-:9])=[O:8])[N:6]=1.C1CCN2C(=NCCC2)CC1. The catalyst is C(OCC)(=O)C. The product is [Cl:1][C:2]1[N:3]([CH2:10][C@:11]2([CH3:18])[CH2:12][O:19]2)[CH:4]=[C:5]([N+:7]([O-:9])=[O:8])[N:6]=1. The yield is 0.920. (3) The reactants are [Cl:1][C:2]1[CH:3]=[CH:4][C:5]2[N:11]3[CH2:12][C@H:8]([CH2:9][CH2:10]3)[NH:7][C:6]=2[N:13]=1.[N:14]1[CH:19]=[CH:18][N:17]=[CH:16][C:15]=1[NH:20][C:21](=O)[O:22]C1C=CC=CC=1. The catalyst is CN(C1C=CN=CC=1)C.CN(C=O)C.CCOC(C)=O. The yield is 0.930. The product is [Cl:1][C:2]1[CH:3]=[CH:4][C:5]2[N:11]3[CH2:12][C@H:8]([CH2:9][CH2:10]3)[N:7]([C:21]([NH:20][C:15]3[CH:16]=[N:17][CH:18]=[CH:19][N:14]=3)=[O:22])[C:6]=2[N:13]=1. (4) The reactants are [Br:1][C:2]1[CH:7]=[C:6]([F:8])[CH:5]=[CH:4][C:3]=1[CH:9]1[CH2:14][C:13](=[O:15])[C:12](=[C:16](O)[CH3:17])[C:11](=O)[CH2:10]1.Cl.[NH2:21][C:22]([NH2:24])=[NH:23].CNC. The catalyst is CCO. The product is [NH2:24][C:22]1[N:23]=[C:16]([CH3:17])[C:12]2[C:13](=[O:15])[CH2:14][CH:9]([C:3]3[CH:4]=[CH:5][C:6]([F:8])=[CH:7][C:2]=3[Br:1])[CH2:10][C:11]=2[N:21]=1. The yield is 0.240.